From a dataset of Experimentally validated miRNA-target interactions with 360,000+ pairs, plus equal number of negative samples. Binary Classification. Given a miRNA mature sequence and a target amino acid sequence, predict their likelihood of interaction. The miRNA is hsa-miR-6721-5p with sequence UGGGCAGGGGCUUAUUGUAGGAG. The protein sequence of the target gene is MNWTGLYTLLSGVNRHSTAIGRVWLSVIFIFRIMVLVVAAESVWGDEKSSFICNTLQPGCNSVCYDQFFPISHVRLWSLQLILVSTPALLVAMHVAHQQHIEKKMLRLEGHGDPLHLEEVKRHKVHISGTLWWTYVISVVFRLLFEAVFMYVFYLLYPGYAMVRLVKCDVYPCPNTVDCFVSRPTEKTVFTVFMLAASGICIILNVAEVVYLIIRACARRAQRRSNPPSRKGSGFGHRLSPEYKQNEINKLLSEQDGSLKDILRRSPGTGAGLAEKSDRCSAC. Result: 1 (interaction).